From a dataset of Reaction yield outcomes from USPTO patents with 853,638 reactions. Predict the reaction yield, written as a fraction of the theoretical maximum amount of product (1.0 means a 100% yield; for example, 0.34 means a 34% yield). (1) The reactants are C[N:2](C)[CH:3]=[CH:4][C:5]([C:7]1[C:12](=[O:13])[CH:11]=[CH:10][N:9]([C:14]2[CH:19]=[CH:18][CH:17]=[CH:16][C:15]=2[C:20]([F:23])([F:22])[F:21])[N:8]=1)=O.[C:25]1([NH:31]N)[CH:30]=[CH:29][CH:28]=[CH:27][CH:26]=1. The catalyst is CO. The product is [C:25]1([N:31]2[C:5]([C:7]3[C:12](=[O:13])[CH:11]=[CH:10][N:9]([C:14]4[CH:19]=[CH:18][CH:17]=[CH:16][C:15]=4[C:20]([F:23])([F:22])[F:21])[N:8]=3)=[CH:4][CH:3]=[N:2]2)[CH:30]=[CH:29][CH:28]=[CH:27][CH:26]=1. The yield is 0.120. (2) The reactants are [Br:1][C:2]1[C:3](=[O:26])[CH:4]([CH2:14][C:15]2[CH:20]=[CH:19][CH:18]=[CH:17][C:16]=2[S:21]([CH2:24][CH3:25])(=[O:23])=[O:22])[C:5]2[N:10]=[C:9]([S:11][CH3:12])[N:8]=[CH:7][C:6]=2[N:13]=1.ClC1C=CC=C(C(OO)=[O:35])C=1. The catalyst is ClCCl. The product is [Br:1][C:2]1[C:3](=[O:26])[CH:4]([CH2:14][C:15]2[CH:20]=[CH:19][CH:18]=[CH:17][C:16]=2[S:21]([CH2:24][CH3:25])(=[O:22])=[O:23])[C:5]2[N:10]=[C:9]([S:11]([CH3:12])=[O:35])[N:8]=[CH:7][C:6]=2[N:13]=1. The yield is 0.730. (3) The reactants are [OH-:1].[Na+].[CH3:3][N:4]1[C:13]2[N:12]=[CH:11][N:10]=[C:9]([N:14]3[CH2:19][CH2:18][CH:17]([N:20]4[C:24]5[CH:25]=[CH:26][CH:27]=[CH:28][C:23]=5[NH:22][C:21]4=[O:29])[CH2:16][CH2:15]3)[C:8]=2[N:7]=[C:6](OC)[C:5]1=[O:32].Cl. The catalyst is CO. The product is [CH3:3][N:4]1[C:6]([C:5]([OH:32])=[O:1])=[N:7][C:8]2[C:13]1=[N:12][CH:11]=[N:10][C:9]=2[N:14]1[CH2:15][CH2:16][CH:17]([N:20]2[C:24]3[CH:25]=[CH:26][CH:27]=[CH:28][C:23]=3[NH:22][C:21]2=[O:29])[CH2:18][CH2:19]1. The yield is 0.820. (4) The reactants are C1(C)C=CC=CC=1.Br[C:9]1[CH:13]=[CH:12][O:11][CH:10]=1.[CH:14]([C:16]1[CH:17]=[C:18](B(O)O)[CH:19]=[CH:20][CH:21]=1)=[O:15].C([O-])([O-])=O.[K+].[K+]. The catalyst is C1C=CC([P]([Pd]([P](C2C=CC=CC=2)(C2C=CC=CC=2)C2C=CC=CC=2)([P](C2C=CC=CC=2)(C2C=CC=CC=2)C2C=CC=CC=2)[P](C2C=CC=CC=2)(C2C=CC=CC=2)C2C=CC=CC=2)(C2C=CC=CC=2)C2C=CC=CC=2)=CC=1.O.CN(C=O)C. The product is [O:11]1[CH:12]=[CH:13][C:9]([C:20]2[CH:21]=[C:16]([CH:17]=[CH:18][CH:19]=2)[CH:14]=[O:15])=[CH:10]1. The yield is 0.100. (5) The reactants are [C:1]([C@H:4]([N:6]1[C:11](=[O:12])[C@@H:10]([NH2:13])[C@@H:9]([OH:14])[CH2:8][O:7]1)[CH3:5])([OH:3])=[O:2].C([O-])(O)=O.[Na+].[C:20]1([CH2:26][C:27](Cl)=[O:28])[CH:25]=[CH:24][CH:23]=[CH:22][CH:21]=1.CC#N. The catalyst is O. The product is [C:1]([C@H:4]([N:6]1[C:11](=[O:12])[C@@H:10]([NH:13][C:27](=[O:28])[CH2:26][C:20]2[CH:25]=[CH:24][CH:23]=[CH:22][CH:21]=2)[C@@H:9]([OH:14])[CH2:8][O:7]1)[CH3:5])([OH:3])=[O:2]. The yield is 0.910.